This data is from NCI-60 drug combinations with 297,098 pairs across 59 cell lines. The task is: Regression. Given two drug SMILES strings and cell line genomic features, predict the synergy score measuring deviation from expected non-interaction effect. (1) Drug 1: CC1=C2C(C(=O)C3(C(CC4C(C3C(C(C2(C)C)(CC1OC(=O)C(C(C5=CC=CC=C5)NC(=O)OC(C)(C)C)O)O)OC(=O)C6=CC=CC=C6)(CO4)OC(=O)C)O)C)O. Drug 2: CC1CCCC2(C(O2)CC(NC(=O)CC(C(C(=O)C(C1O)C)(C)C)O)C(=CC3=CSC(=N3)C)C)C. Cell line: TK-10. Synergy scores: CSS=40.9, Synergy_ZIP=1.56, Synergy_Bliss=1.97, Synergy_Loewe=-2.96, Synergy_HSA=4.60. (2) Drug 2: C1=NC(=NC(=O)N1C2C(C(C(O2)CO)O)O)N. Drug 1: CC1=CC2C(CCC3(C2CCC3(C(=O)C)OC(=O)C)C)C4(C1=CC(=O)CC4)C. Cell line: CAKI-1. Synergy scores: CSS=18.3, Synergy_ZIP=-6.92, Synergy_Bliss=-8.46, Synergy_Loewe=-74.2, Synergy_HSA=-11.7. (3) Drug 1: COC1=CC(=CC(=C1O)OC)C2C3C(COC3=O)C(C4=CC5=C(C=C24)OCO5)OC6C(C(C7C(O6)COC(O7)C8=CC=CS8)O)O. Drug 2: C1CC(=O)NC(=O)C1N2C(=O)C3=CC=CC=C3C2=O. Cell line: KM12. Synergy scores: CSS=23.4, Synergy_ZIP=4.05, Synergy_Bliss=9.52, Synergy_Loewe=-23.9, Synergy_HSA=2.45. (4) Drug 1: C1CC2CC3=C(CC1C24CN(S(=O)(=O)N4)CC(F)(F)F)C=CC(=C3)C=CCN5CCC(CC5)C(F)(F)F. Drug 2: CC1CC2C3CCC4=CC(=O)C=CC4(C3(C(CC2(C1(C(=O)CO)O)C)O)F)C. Cell line: T-47D. Synergy scores: CSS=18.2, Synergy_ZIP=-0.860, Synergy_Bliss=-1.15, Synergy_Loewe=-14.9, Synergy_HSA=-2.62. (5) Drug 1: CC1=C(C(=CC=C1)Cl)NC(=O)C2=CN=C(S2)NC3=CC(=NC(=N3)C)N4CCN(CC4)CCO. Drug 2: C1=CC=C(C(=C1)C(C2=CC=C(C=C2)Cl)C(Cl)Cl)Cl. Cell line: HL-60(TB). Synergy scores: CSS=22.0, Synergy_ZIP=-0.121, Synergy_Bliss=-0.403, Synergy_Loewe=-2.91, Synergy_HSA=0.452. (6) Drug 1: CC1CCC2CC(C(=CC=CC=CC(CC(C(=O)C(C(C(=CC(C(=O)CC(OC(=O)C3CCCCN3C(=O)C(=O)C1(O2)O)C(C)CC4CCC(C(C4)OC)O)C)C)O)OC)C)C)C)OC. Drug 2: CCC1(CC2CC(C3=C(CCN(C2)C1)C4=CC=CC=C4N3)(C5=C(C=C6C(=C5)C78CCN9C7C(C=CC9)(C(C(C8N6C)(C(=O)OC)O)OC(=O)C)CC)OC)C(=O)OC)O.OS(=O)(=O)O. Synergy scores: CSS=-3.39, Synergy_ZIP=3.45, Synergy_Bliss=5.11, Synergy_Loewe=1.08, Synergy_HSA=1.48. Cell line: HOP-92. (7) Drug 1: CC1=C2C(C(=O)C3(C(CC4C(C3C(C(C2(C)C)(CC1OC(=O)C(C(C5=CC=CC=C5)NC(=O)C6=CC=CC=C6)O)O)OC(=O)C7=CC=CC=C7)(CO4)OC(=O)C)O)C)OC(=O)C. Cell line: RXF 393. Synergy scores: CSS=8.53, Synergy_ZIP=-6.99, Synergy_Bliss=-0.723, Synergy_Loewe=-23.3, Synergy_HSA=-5.99. Drug 2: C(CCl)NC(=O)N(CCCl)N=O.